Dataset: Catalyst prediction with 721,799 reactions and 888 catalyst types from USPTO. Task: Predict which catalyst facilitates the given reaction. Reactant: [NH2:1][C:2]1[N:3]=[N:4][C:5]([I:8])=[CH:6][CH:7]=1.Cl[CH2:10][C:11]([NH:13][C:14](=[O:18])[O:15][CH2:16][CH3:17])=O.P([O-])([O-])(O)=O.[Na+].[Na+].O. Product: [I:8][C:5]1[CH:6]=[CH:7][C:2]2[N:3]([CH:10]=[C:11]([NH:13][C:14](=[O:18])[O:15][CH2:16][CH3:17])[N:1]=2)[N:4]=1. The catalyst class is: 80.